This data is from Forward reaction prediction with 1.9M reactions from USPTO patents (1976-2016). The task is: Predict the product of the given reaction. (1) Given the reactants [CH3:1][N:2]1[C@@H:6]([CH2:7][C:8]2[C:12]3[CH:13]=[C:14]([CH2:17][CH2:18][S:19](C4C=CC=CC=4)(=[O:21])=[O:20])[CH:15]=[CH:16][C:11]=3[NH:10][CH:9]=2)[CH2:5][CH2:4][CH2:3]1.C(S([C:33]1[CH:38]=[CH:37][CH:36]=[CH:35][CH:34]=1)(=O)=O)=C, predict the reaction product. The product is: [CH3:1][N:2]1[CH2:3][CH2:4][CH2:5][C@@H:6]1[CH2:7][C:8]1[C:12]2[C:11](=[CH:16][CH:15]=[C:14]([CH2:17][C:18](=[S:19](=[O:21])=[O:20])[C:14]3[CH:13]=[CH:12][CH:11]=[CH:16][CH:15]=3)[CH:13]=2)[N:10]([CH2:17][C:18](=[S:19](=[O:21])=[O:20])[C:33]2[CH:34]=[CH:35][CH:36]=[CH:37][CH:38]=2)[CH:9]=1. (2) Given the reactants CC(OI1(OC(C)=O)(OC(C)=O)OC(=O)C2C=CC=CC1=2)=O.[OH:23][CH:24]1[CH:30]([CH3:31])[CH2:29][CH2:28][N:27]([S:32]([C:35]2[CH:41]=[CH:40][C:38]([CH3:39])=[CH:37][CH:36]=2)(=[O:34])=[O:33])[CH2:26][CH:25]1[NH:42][C:43](=[O:50])[C:44]1[CH:49]=[CH:48][CH:47]=[CH:46][N:45]=1.[OH-].[Na+], predict the reaction product. The product is: [CH3:31][CH:30]1[CH2:29][CH2:28][N:27]([S:32]([C:35]2[CH:36]=[CH:37][C:38]([CH3:39])=[CH:40][CH:41]=2)(=[O:34])=[O:33])[CH2:26][CH:25]([NH:42][C:43](=[O:50])[C:44]2[CH:49]=[CH:48][CH:47]=[CH:46][N:45]=2)[C:24]1=[O:23]. (3) Given the reactants O.[NH2:2][NH2:3].[OH-].[Na+].[Cl:6][CH2:7][CH2:8][CH2:9][CH2:10][O:11][CH2:12][C:13]1[CH:18]=[CH:17][CH:16]=[CH:15][CH:14]=1.Cl, predict the reaction product. The product is: [ClH:6].[CH2:12]([O:11][CH2:10][CH2:9][CH2:8][CH2:7][NH:2][NH2:3])[C:13]1[CH:18]=[CH:17][CH:16]=[CH:15][CH:14]=1. (4) Given the reactants Br[C:2]1[CH:30]=[CH:29][C:5]([O:6][C:7]2[C:16]3[C:11](=[CH:12][C:13]([O:19][CH2:20][CH2:21][CH2:22][N:23]4[CH2:28][CH2:27][O:26][CH2:25][CH2:24]4)=[C:14]([O:17][CH3:18])[CH:15]=3)[N:10]=[CH:9][CH:8]=2)=[C:4]([F:31])[CH:3]=1.[NH2:32][C:33]1[CH:38]=[CH:37][CH:36]=[CH:35][CH:34]=1.C1(P(C2C=CC=CC=2)C2C3OC4C(=CC=CC=4P(C4C=CC=CC=4)C4C=CC=CC=4)C(C)(C)C=3C=CC=2)C=CC=CC=1.C([O-])([O-])=O.[Cs+].[Cs+], predict the reaction product. The product is: [F:31][C:4]1[CH:3]=[C:2]([CH:30]=[CH:29][C:5]=1[O:6][C:7]1[C:16]2[C:11](=[CH:12][C:13]([O:19][CH2:20][CH2:21][CH2:22][N:23]3[CH2:28][CH2:27][O:26][CH2:25][CH2:24]3)=[C:14]([O:17][CH3:18])[CH:15]=2)[N:10]=[CH:9][CH:8]=1)[NH:32][C:33]1[CH:38]=[CH:37][CH:36]=[CH:35][CH:34]=1. (5) The product is: [C:17]([CH2:12][C:9]1[CH:8]=[C:7]([C:5]([O:4][CH2:2][CH3:3])=[O:6])[NH:11][CH:10]=1)#[N:18]. Given the reactants [I-].[CH2:2]([O:4][C:5]([C:7]1[NH:11][CH:10]=[C:9]([CH2:12][N+](C)(C)C)[CH:8]=1)=[O:6])[CH3:3].[C-:17]#[N:18].[Na+], predict the reaction product. (6) Given the reactants [NH2:1][C:2]1[CH:3]=[C:4]([NH:17][C:18]([C:20]2[C:21]([C:27]3[CH:32]=[CH:31][C:30]([C:33]([F:36])([F:35])[F:34])=[CH:29][CH:28]=3)=[CH:22][C:23]([CH3:26])=[CH:24][CH:25]=2)=[O:19])[CH:5]=[CH:6][C:7]=1[O:8][CH2:9][CH2:10][C:11]1[CH:16]=[CH:15][CH:14]=[CH:13][N:12]=1.[C:37](OC(=O)C)(=[O:39])[CH3:38].O.C(=O)([O-])[O-].[K+].[K+], predict the reaction product. The product is: [C:37]([NH:1][C:2]1[CH:3]=[C:4]([NH:17][C:18]([C:20]2[C:21]([C:27]3[CH:28]=[CH:29][C:30]([C:33]([F:36])([F:34])[F:35])=[CH:31][CH:32]=3)=[CH:22][C:23]([CH3:26])=[CH:24][CH:25]=2)=[O:19])[CH:5]=[CH:6][C:7]=1[O:8][CH2:9][CH2:10][C:11]1[CH:16]=[CH:15][CH:14]=[CH:13][N:12]=1)(=[O:39])[CH3:38]. (7) The product is: [C:25]([O:29][C:30]([N:32]1[CH2:37][CH2:36][N:35]([C:10]([C:2]2[NH:1][C:9]3[C:4]([CH:3]=2)=[CH:5][CH:6]=[CH:7][CH:8]=3)=[O:12])[CH2:34][CH2:33]1)=[O:31])([CH3:28])([CH3:26])[CH3:27]. Given the reactants [NH:1]1[C:9]2[C:4](=[CH:5][CH:6]=[CH:7][CH:8]=2)[CH:3]=[C:2]1[C:10]([OH:12])=O.C(N1C=CN=C1)(N1C=CN=C1)=O.[C:25]([O:29][C:30]([N:32]1[CH2:37][CH2:36][N:35](C)[CH2:34][CH2:33]1)=[O:31])([CH3:28])([CH3:27])[CH3:26], predict the reaction product. (8) Given the reactants Br[C:2]1[CH:7]=[CH:6][CH:5]=[CH:4][N:3]=1.[Cl:8][C:9]1[CH:10]=[C:11](B(O)O)[CH:12]=[C:13]([C:15]([O:17][CH3:18])=[O:16])[CH:14]=1.C([O-])([O-])=O.[K+].[K+].CCOC(C)=O, predict the reaction product. The product is: [Cl:8][C:9]1[CH:14]=[C:13]([CH:12]=[C:11]([C:2]2[CH:7]=[CH:6][CH:5]=[CH:4][N:3]=2)[CH:10]=1)[C:15]([O:17][CH3:18])=[O:16].